Regression. Given two drug SMILES strings and cell line genomic features, predict the synergy score measuring deviation from expected non-interaction effect. From a dataset of NCI-60 drug combinations with 297,098 pairs across 59 cell lines. (1) Drug 1: COC1=NC(=NC2=C1N=CN2C3C(C(C(O3)CO)O)O)N. Drug 2: CC1C(C(CC(O1)OC2CC(CC3=C2C(=C4C(=C3O)C(=O)C5=C(C4=O)C(=CC=C5)OC)O)(C(=O)CO)O)N)O.Cl. Cell line: MDA-MB-231. Synergy scores: CSS=22.8, Synergy_ZIP=-4.02, Synergy_Bliss=-3.78, Synergy_Loewe=-37.8, Synergy_HSA=-4.09. (2) Drug 1: C1=NC(=NC(=O)N1C2C(C(C(O2)CO)O)O)N. Drug 2: CC1CCC2CC(C(=CC=CC=CC(CC(C(=O)C(C(C(=CC(C(=O)CC(OC(=O)C3CCCCN3C(=O)C(=O)C1(O2)O)C(C)CC4CCC(C(C4)OC)OCCO)C)C)O)OC)C)C)C)OC. Cell line: EKVX. Synergy scores: CSS=1.10, Synergy_ZIP=2.07, Synergy_Bliss=2.85, Synergy_Loewe=0.00764, Synergy_HSA=-1.48. (3) Drug 1: C1=CC(=C2C(=C1NCCNCCO)C(=O)C3=C(C=CC(=C3C2=O)O)O)NCCNCCO. Drug 2: CC1CCC2CC(C(=CC=CC=CC(CC(C(=O)C(C(C(=CC(C(=O)CC(OC(=O)C3CCCCN3C(=O)C(=O)C1(O2)O)C(C)CC4CCC(C(C4)OC)OCCO)C)C)O)OC)C)C)C)OC. Cell line: KM12. Synergy scores: CSS=34.8, Synergy_ZIP=-8.25, Synergy_Bliss=-5.96, Synergy_Loewe=-1.19, Synergy_HSA=-0.228. (4) Drug 1: C1CCC(C1)C(CC#N)N2C=C(C=N2)C3=C4C=CNC4=NC=N3. Drug 2: CCC1=CC2CC(C3=C(CN(C2)C1)C4=CC=CC=C4N3)(C5=C(C=C6C(=C5)C78CCN9C7C(C=CC9)(C(C(C8N6C)(C(=O)OC)O)OC(=O)C)CC)OC)C(=O)OC.C(C(C(=O)O)O)(C(=O)O)O. Cell line: HT29. Synergy scores: CSS=70.7, Synergy_ZIP=25.7, Synergy_Bliss=23.1, Synergy_Loewe=-25.4, Synergy_HSA=19.6. (5) Drug 1: C1CCC(C1)C(CC#N)N2C=C(C=N2)C3=C4C=CNC4=NC=N3. Drug 2: C1=CN(C=N1)CC(O)(P(=O)(O)O)P(=O)(O)O. Cell line: OVCAR-4. Synergy scores: CSS=6.13, Synergy_ZIP=-1.58, Synergy_Bliss=2.89, Synergy_Loewe=2.88, Synergy_HSA=2.65. (6) Drug 1: CC1=C(C(=CC=C1)Cl)NC(=O)C2=CN=C(S2)NC3=CC(=NC(=N3)C)N4CCN(CC4)CCO. Drug 2: CC(C)CN1C=NC2=C1C3=CC=CC=C3N=C2N. Cell line: CCRF-CEM. Synergy scores: CSS=0.937, Synergy_ZIP=-0.0349, Synergy_Bliss=-2.25, Synergy_Loewe=-1.53, Synergy_HSA=-3.66. (7) Drug 1: CNC(=O)C1=CC=CC=C1SC2=CC3=C(C=C2)C(=NN3)C=CC4=CC=CC=N4. Drug 2: C(CCl)NC(=O)N(CCCl)N=O. Cell line: UACC62. Synergy scores: CSS=-4.02, Synergy_ZIP=-1.60, Synergy_Bliss=-5.02, Synergy_Loewe=-7.48, Synergy_HSA=-5.90. (8) Drug 1: COC1=C(C=C2C(=C1)N=CN=C2NC3=CC(=C(C=C3)F)Cl)OCCCN4CCOCC4. Drug 2: CCC1(C2=C(COC1=O)C(=O)N3CC4=CC5=C(C=CC(=C5CN(C)C)O)N=C4C3=C2)O.Cl. Cell line: HS 578T. Synergy scores: CSS=13.6, Synergy_ZIP=-1.91, Synergy_Bliss=1.18, Synergy_Loewe=-0.621, Synergy_HSA=2.10.